Dataset: Full USPTO retrosynthesis dataset with 1.9M reactions from patents (1976-2016). Task: Predict the reactants needed to synthesize the given product. Given the product [Cl:1][C:2]1[S:3][C:4]([C:7]([N:12]([O:13][CH3:14])[CH3:11])=[O:9])=[CH:5][N:6]=1, predict the reactants needed to synthesize it. The reactants are: [Cl:1][C:2]1[S:3][C:4]([C:7]([OH:9])=O)=[CH:5][N:6]=1.Cl.[CH3:11][NH:12][O:13][CH3:14].Cl.CN(C)CCCN=C=NCC.C1C=CC2N(O)N=NC=2C=1.C(N(C(C)C)CC)(C)C.